Predict the reactants needed to synthesize the given product. From a dataset of Full USPTO retrosynthesis dataset with 1.9M reactions from patents (1976-2016). (1) Given the product [CH2:1]([C@:3]12[C:16]3[C:11](=[CH:12][C:13]([O:17][CH2:33][C:29]4[CH:28]=[N:27][CH:32]=[CH:31][CH:30]=4)=[CH:14][CH:15]=3)[CH2:10][CH2:9][C@@H:8]1[CH2:7][C@:6]([C:19]1[CH:24]=[CH:23][CH:22]=[CH:21][CH:20]=1)([OH:18])[C@@H:5]([OH:25])[CH2:4]2)[CH3:2], predict the reactants needed to synthesize it. The reactants are: [CH2:1]([C@:3]12[C:16]3[C:11](=[CH:12][C:13]([OH:17])=[CH:14][CH:15]=3)[CH2:10][CH2:9][C@@H:8]1[CH2:7][C@:6]([C:19]1[CH:24]=[CH:23][CH:22]=[CH:21][CH:20]=1)([OH:18])[C@@H:5]([OH:25])[CH2:4]2)[CH3:2].Cl.[N:27]1[CH:32]=[CH:31][CH:30]=[C:29]([CH2:33]Cl)[CH:28]=1. (2) Given the product [C:1]([O:5][C:6]([NH:8][CH2:9][C@H:10]1[CH2:11][CH2:12][C@H:13]([C:16]([NH:18][C@H:19]([C:38]([NH:40][C:41]2[CH:46]=[CH:45][C:44]([C:47]3[NH:48][C:49]([Cl:52])=[N:50][N:51]=3)=[CH:43][CH:42]=2)=[O:39])[CH2:20][C:21]2[CH:22]=[CH:23][C:24]([C:27]3[CH:32]=[CH:31][C:30]([C:33]([OH:35])=[O:34])=[CH:29][C:28]=3[CH3:37])=[CH:25][CH:26]=2)=[O:17])[CH2:14][CH2:15]1)=[O:7])([CH3:4])([CH3:2])[CH3:3], predict the reactants needed to synthesize it. The reactants are: [C:1]([O:5][C:6]([NH:8][CH2:9][C@H:10]1[CH2:15][CH2:14][C@H:13]([C:16]([NH:18][C@H:19]([C:38]([NH:40][C:41]2[CH:46]=[CH:45][C:44]([C:47]3[NH:48][C:49]([Cl:52])=[N:50][N:51]=3)=[CH:43][CH:42]=2)=[O:39])[CH2:20][C:21]2[CH:26]=[CH:25][C:24]([C:27]3[CH:32]=[CH:31][C:30]([C:33]([O:35]C)=[O:34])=[CH:29][C:28]=3[CH3:37])=[CH:23][CH:22]=2)=[O:17])[CH2:12][CH2:11]1)=[O:7])([CH3:4])([CH3:3])[CH3:2].[OH-].[Li+].C(O)(=O)C.C(#N)C.